This data is from Catalyst prediction with 721,799 reactions and 888 catalyst types from USPTO. The task is: Predict which catalyst facilitates the given reaction. (1) The catalyst class is: 364. Product: [CH3:28][C:10]1([CH3:29])[C:9]2[C:14](=[C:5]([C:3]([OH:4])=[O:2])[CH:6]=[CH:7][CH:8]=2)[NH:13][CH:12]([C:15]2[CH:20]=[CH:19][CH:18]=[C:17]([N:21]3[CH2:22][CH2:23][N:24]([CH3:27])[CH2:25][CH2:26]3)[CH:16]=2)[CH2:11]1. Reactant: C[O:2][C:3]([C:5]1[CH:6]=[CH:7][CH:8]=[C:9]2[C:14]=1[NH:13][CH:12]([C:15]1[CH:20]=[CH:19][CH:18]=[C:17]([N:21]3[CH2:26][CH2:25][N:24]([CH3:27])[CH2:23][CH2:22]3)[CH:16]=1)[CH2:11][C:10]2([CH3:29])[CH3:28])=[O:4].[OH-].[Na+].Cl. (2) Reactant: [F:1][C:2]1[CH:7]=[CH:6][C:5]([C:8]2[N:9]=[CH:10][NH:11][CH:12]=2)=[CH:4][C:3]=1[CH3:13].[Br:14]N1C(=O)CCC1=O. The catalyst class is: 3. Product: [Br:14][C:12]1[NH:11][CH:10]=[N:9][C:8]=1[C:5]1[CH:6]=[CH:7][C:2]([F:1])=[C:3]([CH3:13])[CH:4]=1. (3) Reactant: [OH:1][N:2]=[C:3]([C:5]1[CH:10]=[CH:9][C:8](/[CH:11]=[CH:12]/[C:13]([NH:15][CH:16]([C:21]2[CH:26]=[CH:25][CH:24]=[C:23]([C:27]([F:30])([F:29])[F:28])[CH:22]=2)[C:17]([F:20])([F:19])[F:18])=[O:14])=[CH:7][C:6]=1[C:31]([F:34])([F:33])[F:32])[NH2:4].[CH:35]1([C:38](Cl)=O)[CH2:37][CH2:36]1. Product: [CH:35]1([C:38]2[O:1][N:2]=[C:3]([C:5]3[CH:10]=[CH:9][C:8](/[CH:11]=[CH:12]/[C:13]([NH:15][CH:16]([C:21]4[CH:26]=[CH:25][CH:24]=[C:23]([C:27]([F:28])([F:29])[F:30])[CH:22]=4)[C:17]([F:19])([F:20])[F:18])=[O:14])=[CH:7][C:6]=3[C:31]([F:32])([F:33])[F:34])[N:4]=2)[CH2:37][CH2:36]1. The catalyst class is: 17. (4) Reactant: Br[CH2:2][CH2:3]Br.[CH2:5]([O:12][C:13]1[CH:14]=[C:15]([N:19]2[C:23]3[N:24]=[C:25]([C:29]4[CH:34]=[CH:33][C:32]([O:35][CH3:36])=[C:31]([F:37])[CH:30]=4)[N:26]=[C:27]([CH3:28])[C:22]=3[CH2:21][C:20]2=[O:38])[CH:16]=[CH:17][CH:18]=1)[C:6]1[CH:11]=[CH:10][CH:9]=[CH:8][CH:7]=1.C(=O)([O-])[O-].[K+].[K+]. Product: [CH2:5]([O:12][C:13]1[CH:14]=[C:15]([N:19]2[C:23]3[N:24]=[C:25]([C:29]4[CH:34]=[CH:33][C:32]([O:35][CH3:36])=[C:31]([F:37])[CH:30]=4)[N:26]=[C:27]([CH3:28])[C:22]=3[C:21]3([CH2:3][CH2:2]3)[C:20]2=[O:38])[CH:16]=[CH:17][CH:18]=1)[C:6]1[CH:7]=[CH:8][CH:9]=[CH:10][CH:11]=1. The catalyst class is: 3. (5) Reactant: B1([O-])OO1.[OH2:5].[OH2:6].O.O.[Na+].[NH2:10][C:11]1[C:18]([F:19])=[CH:17][C:14]([C:15]#[N:16])=[CH:13][C:12]=1[Cl:20]. Product: [Cl:20][C:12]1[CH:13]=[C:14]([CH:17]=[C:18]([F:19])[C:11]=1[N+:10]([O-:6])=[O:5])[C:15]#[N:16]. The catalyst class is: 15. (6) Reactant: [NH2:1][S:2]([C:5]1[C:6]([Cl:25])=[CH:7][C:8]([NH:18][CH2:19][C:20]2[O:21][CH:22]=[CH:23][CH:24]=2)=[C:9]([CH:17]=1)[C:10]([O:12][CH2:13][CH2:14][CH2:15][OH:16])=[O:11])(=[O:4])=[O:3].[C:26]1(=[O:32])[O:31][C:29](=[O:30])[CH2:28][CH2:27]1.C1CN2C(=NCCC2)C1.C(#N)C. Product: [NH2:1][S:2]([C:5]1[C:6]([Cl:25])=[CH:7][C:8]([NH:18][CH2:19][C:20]2[O:21][CH:22]=[CH:23][CH:24]=2)=[C:9]([CH:17]=1)[C:10]([O:12][CH2:13][CH2:14][CH2:15][O:16][C:26](=[O:32])[CH2:27][CH2:28][C:29]([OH:31])=[O:30])=[O:11])(=[O:3])=[O:4]. The catalyst class is: 4. (7) The catalyst class is: 533. Product: [CH:9]([S:8][C:3]1[C:2]([C:17]2[CH:18]=[CH:19][C:14]([O:13][CH3:12])=[CH:15][CH:16]=2)=[CH:7][CH:6]=[CH:5][N:4]=1)([CH3:11])[CH3:10]. Reactant: Cl[C:2]1[C:3]([S:8][CH:9]([CH3:11])[CH3:10])=[N:4][CH:5]=[CH:6][CH:7]=1.[CH3:12][O:13][C:14]1[CH:19]=[CH:18][C:17](B(O)O)=[CH:16][CH:15]=1.N#N.COC1C=CC=C(OC)C=1C1C=CC=CC=1P(C1CCCCC1)C1CCCCC1.[Na+].[Cl-].